This data is from NCI-60 drug combinations with 297,098 pairs across 59 cell lines. The task is: Regression. Given two drug SMILES strings and cell line genomic features, predict the synergy score measuring deviation from expected non-interaction effect. (1) Drug 1: C1=CC(=CC=C1CC(C(=O)O)N)N(CCCl)CCCl.Cl. Drug 2: CCC1=C2CN3C(=CC4=C(C3=O)COC(=O)C4(CC)O)C2=NC5=C1C=C(C=C5)O. Cell line: IGROV1. Synergy scores: CSS=35.2, Synergy_ZIP=-13.8, Synergy_Bliss=-2.18, Synergy_Loewe=-12.6, Synergy_HSA=3.19. (2) Drug 1: CC(C)CN1C=NC2=C1C3=CC=CC=C3N=C2N. Drug 2: CC12CCC3C(C1CCC2OP(=O)(O)O)CCC4=C3C=CC(=C4)OC(=O)N(CCCl)CCCl.[Na+]. Cell line: SK-OV-3. Synergy scores: CSS=-0.677, Synergy_ZIP=0.961, Synergy_Bliss=2.22, Synergy_Loewe=-3.76, Synergy_HSA=-3.62. (3) Drug 1: C1C(C(OC1N2C=NC3=C(N=C(N=C32)Cl)N)CO)O. Drug 2: CC1=C(C=C(C=C1)C(=O)NC2=CC(=CC(=C2)C(F)(F)F)N3C=C(N=C3)C)NC4=NC=CC(=N4)C5=CN=CC=C5. Cell line: RPMI-8226. Synergy scores: CSS=18.1, Synergy_ZIP=7.40, Synergy_Bliss=2.44, Synergy_Loewe=-15.1, Synergy_HSA=-0.111. (4) Drug 1: CNC(=O)C1=CC=CC=C1SC2=CC3=C(C=C2)C(=NN3)C=CC4=CC=CC=N4. Drug 2: CCC1(CC2CC(C3=C(CCN(C2)C1)C4=CC=CC=C4N3)(C5=C(C=C6C(=C5)C78CCN9C7C(C=CC9)(C(C(C8N6C)(C(=O)OC)O)OC(=O)C)CC)OC)C(=O)OC)O.OS(=O)(=O)O. Cell line: MCF7. Synergy scores: CSS=26.8, Synergy_ZIP=2.05, Synergy_Bliss=3.57, Synergy_Loewe=-8.71, Synergy_HSA=3.92.